Dataset: TCR-epitope binding with 47,182 pairs between 192 epitopes and 23,139 TCRs. Task: Binary Classification. Given a T-cell receptor sequence (or CDR3 region) and an epitope sequence, predict whether binding occurs between them. (1) The epitope is RLRPGGKKR. The TCR CDR3 sequence is CASIRDRSSNQPQHF. Result: 0 (the TCR does not bind to the epitope). (2) The epitope is KLSYGIATV. The TCR CDR3 sequence is CASSLSWILAGSQETQYF. Result: 1 (the TCR binds to the epitope). (3) The epitope is LLLGIGILV. The TCR CDR3 sequence is CASSSNPIVPQETQYF. Result: 0 (the TCR does not bind to the epitope). (4) The epitope is TEKSNIIRGW. The TCR CDR3 sequence is CSARQGLNNEQFF. Result: 0 (the TCR does not bind to the epitope). (5) The epitope is KLVALGINAV. The TCR CDR3 sequence is CASSFRDRGHYEQYF. Result: 0 (the TCR does not bind to the epitope).